Dataset: Reaction yield outcomes from USPTO patents with 853,638 reactions. Task: Predict the reaction yield, written as a fraction of the theoretical maximum amount of product (1.0 means a 100% yield; for example, 0.34 means a 34% yield). (1) The reactants are [CH3:1][O:2][C:3]1[CH:12]=[C:11]2[C:6]([CH2:7][CH2:8][CH:9]([NH:13][CH2:14][CH2:15][CH3:16])[CH2:10]2)=[CH:5][CH:4]=1.CCN(CC)CC.[Cl:24][CH2:25][C:26](Cl)=[O:27].[OH-].[Na+]. The catalyst is C(Cl)Cl. The product is [Cl:24][CH2:25][C:26]([N:13]([CH:9]1[CH2:8][CH2:7][C:6]2[C:11](=[CH:12][C:3]([O:2][CH3:1])=[CH:4][CH:5]=2)[CH2:10]1)[CH2:14][CH2:15][CH3:16])=[O:27]. The yield is 0.950. (2) The reactants are Cl[C:2]1[N:7]=[C:6]([N:8]([CH3:18])[CH:9]2[CH:13]3[O:14][CH2:15][CH:16]([OH:17])[CH:12]3[O:11][CH2:10]2)[C:5]([Cl:19])=[CH:4][N:3]=1.Cl.[CH3:21][N:22]1[CH:26]=[C:25]([NH2:27])[CH:24]=[N:23]1.C(N(C(C)C)C(C)C)C. The catalyst is CCCCO. The product is [Cl:19][C:5]1[C:6]([N:8]([CH3:18])[CH:9]2[CH:13]3[O:14][CH2:15][CH:16]([OH:17])[CH:12]3[O:11][CH2:10]2)=[N:7][C:2]([NH:27][C:25]2[CH:24]=[N:23][N:22]([CH3:21])[CH:26]=2)=[N:3][CH:4]=1. The yield is 0.380. (3) The product is [CH3:8][C:7]1[S:6][C:5]([C:9]2[CH:14]=[CH:13][CH:12]=[CH:11][CH:10]=2)=[N:4][C:3]=1[CH2:2][O:15][C:16]1[CH:23]=[CH:22][C:19]([CH:20]=[O:21])=[CH:18][CH:17]=1. The catalyst is O. The yield is 0.930. The reactants are Cl[CH2:2][C:3]1[N:4]=[C:5]([C:9]2[CH:14]=[CH:13][CH:12]=[CH:11][CH:10]=2)[S:6][C:7]=1[CH3:8].[OH:15][C:16]1[CH:23]=[CH:22][C:19]([CH:20]=[O:21])=[CH:18][CH:17]=1.C(=O)([O-])[O-].[K+].[K+].CN(C)C=O.